Dataset: Full USPTO retrosynthesis dataset with 1.9M reactions from patents (1976-2016). Task: Predict the reactants needed to synthesize the given product. (1) Given the product [Cl:1][C:2]1[N:7]=[N:6][C:5]([C:8]2[CH:19]=[CH:18][C:11]([O:12][CH2:13][C@@H:14]([CH3:17])[CH2:15][O:16][S:21]([CH3:20])(=[O:23])=[O:22])=[CH:10][CH:9]=2)=[CH:4][CH:3]=1, predict the reactants needed to synthesize it. The reactants are: [Cl:1][C:2]1[N:7]=[N:6][C:5]([C:8]2[CH:19]=[CH:18][C:11]([O:12][CH2:13][C@@H:14]([CH3:17])[CH2:15][OH:16])=[CH:10][CH:9]=2)=[CH:4][CH:3]=1.[CH3:20][S:21](Cl)(=[O:23])=[O:22].CCOC(C)=O.O. (2) Given the product [NH2:13][C:4]1[CH:3]=[C:2]([Cl:1])[CH:7]=[CH:6][C:5]=1[NH:8][CH2:9][CH2:10][CH2:11][OH:12], predict the reactants needed to synthesize it. The reactants are: [Cl:1][C:2]1[CH:7]=[CH:6][C:5]([NH:8][CH2:9][CH2:10][CH2:11][OH:12])=[C:4]([N+:13]([O-])=O)[CH:3]=1.O.O.Cl[Sn]Cl. (3) Given the product [Cl:40][C:37]1[CH:36]=[CH:35][C:34]([CH:32]([OH:33])[C:19]2[C:16]3[C:17](=[O:18])[N:12]([CH2:11][CH2:10][CH2:9][O:8][CH:20]4[CH2:19][CH2:16][CH2:15][CH2:57][O:60]4)[C:13](=[O:42])[N:14]([CH3:41])[C:15]=3[N:22]=[CH:21][C:20]=2[C:50]2[CH:49]=[CH:48][CH:47]=[C:46]([O:45][C:44]([F:56])([F:55])[F:43])[CH:51]=2)=[CH:39][CH:38]=1, predict the reactants needed to synthesize it. The reactants are: [Si]([O:8][CH2:9][CH2:10][CH2:11][N:12]1[C:17](=[O:18])[C:16]2[C:19]([CH:32]([C:34]3[CH:39]=[CH:38][C:37]([Cl:40])=[CH:36][CH:35]=3)[OH:33])=[C:20](C3C=CC=CC=3C(C)C)[CH:21]=[N:22][C:15]=2[N:14]([CH3:41])[C:13]1=[O:42])(C(C)(C)C)(C)C.[F:43][C:44]([F:56])([F:55])[O:45][C:46]1[CH:47]=[C:48](B(O)O)[CH:49]=[CH:50][CH:51]=1.[C:57]([O-:60])([O-])=O.[K+].[K+]. (4) Given the product [CH3:1][O:2][C:3](=[O:23])[C@H:4]([NH2:15])[CH2:5][C:6]1[C:14]2[C:9](=[CH:10][CH:11]=[CH:12][CH:13]=2)[NH:8][CH:7]=1, predict the reactants needed to synthesize it. The reactants are: [CH3:1][O:2][C:3](=[O:23])[C@H:4]([NH:15]C(OC(C)(C)C)=O)[CH2:5][C:6]1[C:14]2[C:9](=[CH:10][CH:11]=[CH:12][CH:13]=2)[NH:8][CH:7]=1.FC(F)(F)C(O)=O.